This data is from NCI-60 drug combinations with 297,098 pairs across 59 cell lines. The task is: Regression. Given two drug SMILES strings and cell line genomic features, predict the synergy score measuring deviation from expected non-interaction effect. (1) Drug 1: CC1=C(C=C(C=C1)NC2=NC=CC(=N2)N(C)C3=CC4=NN(C(=C4C=C3)C)C)S(=O)(=O)N.Cl. Drug 2: COC1=C2C(=CC3=C1OC=C3)C=CC(=O)O2. Cell line: MDA-MB-231. Synergy scores: CSS=-1.02, Synergy_ZIP=-2.13, Synergy_Bliss=-6.63, Synergy_Loewe=-6.21, Synergy_HSA=-5.49. (2) Drug 1: CNC(=O)C1=CC=CC=C1SC2=CC3=C(C=C2)C(=NN3)C=CC4=CC=CC=N4. Drug 2: CCN(CC)CCCC(C)NC1=C2C=C(C=CC2=NC3=C1C=CC(=C3)Cl)OC. Cell line: HCC-2998. Synergy scores: CSS=48.9, Synergy_ZIP=6.23, Synergy_Bliss=5.24, Synergy_Loewe=2.75, Synergy_HSA=6.80.